From a dataset of Forward reaction prediction with 1.9M reactions from USPTO patents (1976-2016). Predict the product of the given reaction. (1) Given the reactants N(C(C)C)C(C)C.[Li]CCCC.[C:13]([O:16][CH3:17])(=[O:15])[CH3:14].[CH3:18][C:19]([S@@:22]([N:24]=[C:25]([C:27]1[CH:32]=[CH:31][CH:30]=[CH:29][CH:28]=1)[CH3:26])=[O:23])([CH3:21])[CH3:20], predict the reaction product. The product is: [CH3:21][C:19]([CH3:18])([S@@:22]([NH:24][C@:25]([C:27]1[CH:32]=[CH:31][CH:30]=[CH:29][CH:28]=1)([CH3:26])[CH2:14][C:13]([O:16][CH3:17])=[O:15])=[O:23])[CH3:20]. (2) The product is: [Cl:1][C:2]1[C:3]([F:38])=[C:4]([C@@H:8]2[C@:12]([C:15]3[CH:20]=[CH:19][C:18]([Cl:21])=[CH:17][C:16]=3[F:22])([C:13]#[N:14])[C@H:11]([CH2:23][C:24]([CH3:27])([CH3:26])[CH3:25])[CH2:10][N:9]2[C:28]([C:29]2[CH:34]=[CH:33][C:32]([C:35]([NH2:36])=[O:42])=[CH:31][CH:30]=2)=[O:37])[CH:5]=[CH:6][CH:7]=1. Given the reactants [Cl:1][C:2]1[C:3]([F:38])=[C:4]([CH:8]2[C:12]([C:15]3[CH:20]=[CH:19][C:18]([Cl:21])=[CH:17][C:16]=3[F:22])([C:13]#[N:14])[CH:11]([CH2:23][C:24]([CH3:27])([CH3:26])[CH3:25])[CH2:10][N:9]2[C:28](=[O:37])[C:29]2[CH:34]=[CH:33][C:32]([C:35]#[N:36])=[CH:31][CH:30]=2)[CH:5]=[CH:6][CH:7]=1.OO.C([O-])([O-])=[O:42].[K+].[K+], predict the reaction product.